From a dataset of Reaction yield outcomes from USPTO patents with 853,638 reactions. Predict the reaction yield, written as a fraction of the theoretical maximum amount of product (1.0 means a 100% yield; for example, 0.34 means a 34% yield). The reactants are [CH3:1][N:2]([CH3:23])[CH2:3][CH2:4][NH:5][C:6]1[CH:7]=[C:8]([C:13]2[CH:18]=[CH:17][CH:16]=[C:15]([NH2:19])[C:14]=2[N+:20]([O-])=O)[CH:9]=[C:10]([F:12])[CH:11]=1. The catalyst is CO.[Pd]. The product is [CH3:1][N:2]([CH3:23])[CH2:3][CH2:4][NH:5][C:6]1[CH:7]=[C:8]([C:13]2[CH:18]=[CH:17][CH:16]=[C:15]([NH2:19])[C:14]=2[NH2:20])[CH:9]=[C:10]([F:12])[CH:11]=1. The yield is 0.882.